This data is from TCR-epitope binding with 47,182 pairs between 192 epitopes and 23,139 TCRs. The task is: Binary Classification. Given a T-cell receptor sequence (or CDR3 region) and an epitope sequence, predict whether binding occurs between them. The epitope is MPASWVMRI. The TCR CDR3 sequence is CSGRDRSYEQYF. Result: 1 (the TCR binds to the epitope).